Dataset: Catalyst prediction with 721,799 reactions and 888 catalyst types from USPTO. Task: Predict which catalyst facilitates the given reaction. (1) Reactant: [Cl:1][C:2]1[C:3]([F:25])=[N:4][C:5]([NH:20][CH2:21][C:22]([OH:24])=[O:23])=[C:6]([Cl:19])[C:7]=1[S:8][C:9]1[CH:14]=[CH:13][C:12]([OH:15])=[C:11]([CH:16]([CH3:18])[CH3:17])[CH:10]=1.ClC1C=C(C=CC=1)C(OO)=[O:31]. Product: [Cl:19][C:6]1[C:5]([NH:20][CH2:21][C:22]([OH:24])=[O:23])=[N:4][C:3]([F:25])=[C:2]([Cl:1])[C:7]=1[S:8]([C:9]1[CH:14]=[CH:13][C:12]([OH:15])=[C:11]([CH:16]([CH3:17])[CH3:18])[CH:10]=1)=[O:31]. The catalyst class is: 2. (2) Reactant: Cl[C:2]1[CH:7]=[C:6]([N:8]2[CH2:12][CH2:11][CH2:10][C@H:9]2[C:13]([F:16])([F:15])[F:14])[N:5]=[C:4]([NH:17][CH3:18])[N:3]=1.[C:19]([C:21]1[C:26]([F:27])=[CH:25][C:24](B(O)O)=[CH:23][C:22]=1[F:31])#[N:20].C([O-])(O)=O.[Na+]. Product: [F:27][C:26]1[CH:25]=[C:24]([C:2]2[CH:7]=[C:6]([N:8]3[CH2:12][CH2:11][CH2:10][C@H:9]3[C:13]([F:16])([F:15])[F:14])[N:5]=[C:4]([NH:17][CH3:18])[N:3]=2)[CH:23]=[C:22]([F:31])[C:21]=1[C:19]#[N:20]. The catalyst class is: 77. (3) Reactant: [N:1]1([CH2:6][C:7]([OH:9])=[O:8])[CH:5]=[N:4][N:3]=[N:2]1.Cl.O1CCOC[CH2:12]1. Product: [N:1]1([CH2:6][C:7]([O:9][CH3:12])=[O:8])[CH:5]=[N:4][N:3]=[N:2]1. The catalyst class is: 5. (4) Reactant: [Cl:1][C:2]1[CH:3]=[C:4]2[C:9](=[O:10])[O:8][C:6](=O)[C:5]2=[CH:11][CH:12]=1.[CH3:13][O:14][C:15]1[CH:21]=[C:20]([Cl:22])[CH:19]=[CH:18][C:16]=1[NH2:17]. Product: [Cl:22][C:20]1[CH:19]=[CH:18][C:16]([N:17]2[C:9](=[O:10])[C:4]3=[CH:3][C:2]([Cl:1])=[CH:12][CH:11]=[C:5]3[C:6]2=[O:8])=[C:15]([O:14][CH3:13])[CH:21]=1. The catalyst class is: 15.